From a dataset of Peptide-MHC class I binding affinity with 185,985 pairs from IEDB/IMGT. Regression. Given a peptide amino acid sequence and an MHC pseudo amino acid sequence, predict their binding affinity value. This is MHC class I binding data. The peptide sequence is AEALKGMPI. The MHC is HLA-B40:01 with pseudo-sequence HLA-B40:01. The binding affinity (normalized) is 0.555.